From a dataset of Full USPTO retrosynthesis dataset with 1.9M reactions from patents (1976-2016). Predict the reactants needed to synthesize the given product. (1) The reactants are: [CH3:1][C:2]1[CH:11]=[CH:10][C:9]([N+:12]([O-])=O)=[CH:8][C:3]=1[C:4]([O:6][CH3:7])=[O:5]. Given the product [NH2:12][C:9]1[CH:10]=[CH:11][C:2]([CH3:1])=[C:3]([CH:8]=1)[C:4]([O:6][CH3:7])=[O:5], predict the reactants needed to synthesize it. (2) Given the product [CH3:1][O:2][C:3](=[O:14])[C:4]1[CH:9]=[CH:8][C:7]([CH3:10])=[C:6]([NH2:11])[CH:5]=1, predict the reactants needed to synthesize it. The reactants are: [CH3:1][O:2][C:3](=[O:14])[C:4]1[CH:9]=[CH:8][C:7]([CH3:10])=[C:6]([N+:11]([O-])=O)[CH:5]=1.CCOC(C)=O.